This data is from Peptide-MHC class I binding affinity with 185,985 pairs from IEDB/IMGT. The task is: Regression. Given a peptide amino acid sequence and an MHC pseudo amino acid sequence, predict their binding affinity value. This is MHC class I binding data. (1) The peptide sequence is AFVRFSTDK. The MHC is HLA-A02:06 with pseudo-sequence HLA-A02:06. The binding affinity (normalized) is 0. (2) The peptide sequence is MLPIYDQA. The MHC is Mamu-A01 with pseudo-sequence Mamu-A01. The binding affinity (normalized) is 0. (3) The peptide sequence is AYQPTRWFI. The MHC is HLA-A11:01 with pseudo-sequence HLA-A11:01. The binding affinity (normalized) is 0.0847. (4) The peptide sequence is YFKRELKSF. The MHC is HLA-A26:03 with pseudo-sequence HLA-A26:03. The binding affinity (normalized) is 0.0847. (5) The peptide sequence is QQNQESKIMK. The MHC is HLA-A33:01 with pseudo-sequence HLA-A33:01. The binding affinity (normalized) is 0.149. (6) The peptide sequence is GEGPGINPI. The MHC is HLA-B18:01 with pseudo-sequence HLA-B18:01. The binding affinity (normalized) is 0.213. (7) The peptide sequence is ATPEPITDNV. The MHC is Mamu-A01 with pseudo-sequence Mamu-A01. The binding affinity (normalized) is 0.640.